From a dataset of Catalyst prediction with 721,799 reactions and 888 catalyst types from USPTO. Predict which catalyst facilitates the given reaction. Product: [ClH:27].[NH2:18][C@H:15]1[CH2:16][CH2:17][C@H:12]([C:10]([NH:9][C@@H:7]([C:1]2[CH:2]=[CH:3][CH:4]=[CH:5][CH:6]=2)[CH3:8])=[O:11])[CH2:13][CH2:14]1. Reactant: [C:1]1([C@H:7]([NH:9][C:10]([C@H:12]2[CH2:17][CH2:16][C@H:15]([NH:18]C(=O)OC(C)(C)C)[CH2:14][CH2:13]2)=[O:11])[CH3:8])[CH:6]=[CH:5][CH:4]=[CH:3][CH:2]=1.C(Cl)[Cl:27]. The catalyst class is: 67.